The task is: Regression/Classification. Given a drug SMILES string, predict its toxicity properties. Task type varies by dataset: regression for continuous values (e.g., LD50, hERG inhibition percentage) or binary classification for toxic/non-toxic outcomes (e.g., AMES mutagenicity, cardiotoxicity, hepatotoxicity). Dataset: ld50_zhu.. This data is from Acute oral toxicity (LD50) regression data from Zhu et al.. (1) The compound is CCCCOCCOCCOC(C)=O. The rat oral LD50 is 1.50, given as -log10 of the dose in mol/kg body weight (higher means more acutely toxic). (2) The compound is CC(C(=O)O)c1ccc(C2CCCCC2)cc1. The rat oral LD50 is 2.92, given as -log10 of the dose in mol/kg body weight (higher means more acutely toxic).